Dataset: Forward reaction prediction with 1.9M reactions from USPTO patents (1976-2016). Task: Predict the product of the given reaction. (1) Given the reactants Cl.[CH:2]12[NH:9][CH:6]([CH2:7][CH2:8]1)[CH2:5][CH:4]([NH:10][C:11](=[O:22])[O:12][CH2:13][C:14]1[CH:19]=[C:18]([Cl:20])[CH:17]=[C:16]([Cl:21])[CH:15]=1)[CH2:3]2.[NH:23]1[CH:27]=[C:26]([CH2:28][CH2:29][CH2:30][C:31](O)=[O:32])[N:25]=[N:24]1.C(P1(=O)OP(CCC)(=O)OP(CCC)(=O)O1)CC, predict the reaction product. The product is: [NH:23]1[CH:27]=[C:26]([CH2:28][CH2:29][CH2:30][C:31]([N:9]2[CH:6]3[CH2:7][CH2:8][CH:2]2[CH2:3][CH:4]([NH:10][C:11](=[O:22])[O:12][CH2:13][C:14]2[CH:15]=[C:16]([Cl:21])[CH:17]=[C:18]([Cl:20])[CH:19]=2)[CH2:5]3)=[O:32])[N:25]=[N:24]1. (2) Given the reactants C[N:2]([C:17]([NH:19][CH2:20][CH2:21][C:22]1[CH:27]=[CH:26][CH:25]=[C:24]([O:28][CH3:29])[CH:23]=1)=[O:18])[C@@H:3]([C:14]([OH:16])=[O:15])[CH2:4][C:5]1[CH:10]=[C:9]([Br:11])[C:8]([OH:12])=[C:7]([Br:13])[CH:6]=1.[OH-].[Li+], predict the reaction product. The product is: [Br:11][C:9]1[CH:10]=[C:5]([CH:6]=[C:7]([Br:13])[C:8]=1[OH:12])[CH2:4][C@H:3]([C:14]([OH:16])=[O:15])[NH:2][C:17]([NH:19][CH2:20][CH2:21][C:22]1[CH:27]=[CH:26][CH:25]=[C:24]([O:28][CH3:29])[CH:23]=1)=[O:18]. (3) Given the reactants [F:1][C:2]1[CH:7]=[CH:6][C:5]([C:8]2[CH:13]=[CH:12][CH:11]=[CH:10][C:9]=2[CH2:14][N:15]2[C:19]([CH2:20][CH2:21]O)=[CH:18][N:17]=[CH:16]2)=[CH:4][CH:3]=1.S(Cl)([Cl:25])=O, predict the reaction product. The product is: [Cl:25][CH2:21][CH2:20][C:19]1[N:15]([CH2:14][C:9]2[CH:10]=[CH:11][CH:12]=[CH:13][C:8]=2[C:5]2[CH:6]=[CH:7][C:2]([F:1])=[CH:3][CH:4]=2)[CH:16]=[N:17][CH:18]=1. (4) The product is: [CH3:13][C@H:14]1[NH:27][CH2:21][C@H:17]([CH2:18][OH:19])[CH2:16][CH2:15]1.[CH3:12][C:13]1([CH3:26])[C:17]2([CH2:21][S:22]([OH:25])(=[O:24])=[O:23])[C:18]([CH2:20][CH:14]1[CH2:15][CH2:16]2)=[O:19]. Given the reactants [Li+].[BH4-].[OH-].[Na+].C(OC(C)C)(=O)C.[CH3:12][C:13]1([CH3:26])[C@:17]2([CH2:21][S:22]([OH:25])(=[O:24])=[O:23])[C:18]([CH2:20][CH:14]1[CH2:15][CH2:16]2)=[O:19].[N:27]1(O)CCCCC1, predict the reaction product. (5) Given the reactants Br[C:2]1[CH:3]=[C:4]([OH:9])[CH:5]=[C:6]([Br:8])[CH:7]=1.[C:10]1(B(O)O)[CH:15]=[CH:14][CH:13]=[CH:12][CH:11]=1.C(=O)([O-])[O-].[K+].[K+].Cl, predict the reaction product. The product is: [Br:8][C:6]1[CH:5]=[C:4]([OH:9])[CH:3]=[C:2]([C:10]2[CH:15]=[CH:14][CH:13]=[CH:12][CH:11]=2)[CH:7]=1. (6) Given the reactants Br[C:2]1[C:6]2[CH:7]=[CH:8][C:9]([O:17][CH3:18])=[C:10]([O:11][CH:12]3[CH2:16][CH2:15][CH2:14][CH2:13]3)[C:5]=2[O:4][CH:3]=1.C1(P(C2CCCCC2)C2C=CC=CC=2C2C(C(C)C)=CC(C(C)C)=CC=2C(C)C)CCCCC1.CC(C)([O-])C.[Na+].[Cl:59][C:60]1[CH:61]=[N:62][CH:63]=[C:64]([Cl:67])[C:65]=1[NH2:66], predict the reaction product. The product is: [Cl:59][C:60]1[CH:61]=[N:62][CH:63]=[C:64]([Cl:67])[C:65]=1[NH:66][C:2]1[C:6]2[CH:7]=[CH:8][C:9]([O:17][CH3:18])=[C:10]([O:11][CH:12]3[CH2:16][CH2:15][CH2:14][CH2:13]3)[C:5]=2[O:4][CH:3]=1.